From a dataset of Catalyst prediction with 721,799 reactions and 888 catalyst types from USPTO. Predict which catalyst facilitates the given reaction. (1) Reactant: C[O:2][C:3](=[O:28])[C@H:4]([CH2:24][CH2:25][S:26][CH3:27])[NH:5][C:6](=[O:23])[C@@H:7]([C@@H:19]([CH2:21][CH3:22])[CH3:20])[NH:8][S:9]([CH2:12][C:13]1[CH:18]=[CH:17][CH:16]=[CH:15][CH:14]=1)(=[O:11])=[O:10].Cl. Product: [CH2:12]([S:9]([NH:8][C@@H:7]([C:6]([NH:5][C@H:4]([C:3]([OH:28])=[O:2])[CH2:24][CH2:25][S:26][CH3:27])=[O:23])[C@@H:19]([CH2:21][CH3:22])[CH3:20])(=[O:11])=[O:10])[C:13]1[CH:14]=[CH:15][CH:16]=[CH:17][CH:18]=1. The catalyst class is: 494. (2) Reactant: Cl.[NH2:2][C:3]1[CH:8]=[CH:7][CH:6]=[CH:5][C:4]=1[C:9]1[C:10]([C:30]#[N:31])=[N:11][N:12]([CH2:26][CH2:27][CH2:28][CH3:29])[C:13]=1[CH2:14][CH2:15][CH2:16][S:17]([C:20]1[CH:25]=[CH:24][CH:23]=[CH:22][CH:21]=1)(=[O:19])=[O:18]. Product: [C:20]1([S:17]([CH2:16][CH2:15][CH2:14][C:13]2[N:12]([CH2:26][CH2:27][CH2:28][CH3:29])[N:11]=[C:10]3[C:9]=2[C:4]2[CH:5]=[CH:6][CH:7]=[CH:8][C:3]=2[N:2]=[C:30]3[NH2:31])(=[O:19])=[O:18])[CH:25]=[CH:24][CH:23]=[CH:22][CH:21]=1. The catalyst class is: 8. (3) Product: [C:13]1([N:19]=[C:20]([S:31][CH3:32])[CH:21]=[CH:22][S:23][C:24]2[CH:29]=[CH:28][C:27]([CH3:30])=[CH:26][CH:25]=2)[CH:14]=[CH:15][CH:16]=[CH:17][CH:18]=1. Reactant: CSC(=NC1C=CC=CC=1)C#C.[C:13]1([N:19]=[C:20]([S:31][CH3:32])[CH:21]=[CH:22][S:23][C:24]2[CH:29]=[CH:28][C:27]([CH3:30])=[CH:26][CH:25]=2)[CH:18]=[CH:17][CH:16]=[CH:15][CH:14]=1.CC1C=CC(S)=CC=1. The catalyst class is: 22. (4) Reactant: C([N:8](CC1C=CC=CC=1)[CH:9]1[CH2:14][CH2:13][C:12](=[O:15])[CH2:11][CH2:10]1)C1C=CC=CC=1.[CH3:23]S(C)=O.C(Cl)(=O)C(Cl)=O.C(N(CC1C=CC=CC=1)[C@H]1CC[C@H](O)CC1)C1C=CC=CC=1.C(N(CC)CC)C. Product: [CH3:23][C:12]1([OH:15])[CH2:11][CH2:10][CH:9]([NH2:8])[CH2:14][CH2:13]1. The catalyst class is: 2. (5) Reactant: [CH3:1][CH:2]([O:4][CH2:5][CH2:6][OH:7])[CH3:3].N1C=CC=CC=1.[CH3:14][C:15]1[CH:20]=[CH:19][C:18]([S:21](Cl)(=[O:23])=[O:22])=[CH:17][CH:16]=1. Product: [CH3:14][C:15]1[CH:20]=[CH:19][C:18]([S:21]([O:7][CH2:6][CH2:5][O:4][CH:2]([CH3:3])[CH3:1])(=[O:23])=[O:22])=[CH:17][CH:16]=1. The catalyst class is: 4. (6) Reactant: C([N:8]1[CH2:13][CH2:12][C:11]2([CH2:22][C:21](=[O:23])[C:20]3[C:15](=[CH:16][C:17]([O:28][CH3:29])=[C:18]([O:26][CH3:27])[C:19]=3[O:24][CH3:25])[O:14]2)[CH2:10][CH2:9]1)(OC(C)(C)C)=O.[ClH:30]. Product: [ClH:30].[CH3:25][O:24][C:19]1[C:18]([O:26][CH3:27])=[C:17]([O:28][CH3:29])[CH:16]=[C:15]2[C:20]=1[C:21](=[O:23])[CH2:22][C:11]1([O:14]2)[CH2:12][CH2:13][NH:8][CH2:9][CH2:10]1. The catalyst class is: 71. (7) Reactant: [C:1]([O:5][C:6]([N:8]1[CH2:15][CH2:14][CH2:13][C@H:9]1[C:10](O)=[O:11])=[O:7])([CH3:4])([CH3:3])[CH3:2].Cl.[CH3:17][N:18](C)[CH2:19]CCN=C=NCC.Cl.CNC.C(Cl)Cl. Product: [C:1]([O:5][C:6]([N:8]1[CH2:15][CH2:14][CH2:13][C@H:9]1[C:10]([N:18]([CH3:19])[CH3:17])=[O:11])=[O:7])([CH3:4])([CH3:3])[CH3:2]. The catalyst class is: 777.